Task: Predict the reaction yield, written as a fraction of the theoretical maximum amount of product (1.0 means a 100% yield; for example, 0.34 means a 34% yield).. Dataset: Reaction yield outcomes from USPTO patents with 853,638 reactions The reactants are [CH:1]([C:3]1[CH:8]=[CH:7][C:6]([NH:9][N:10]2[C:18](=[O:19])[C:17]3[C:12](=[CH:13][CH:14]=[CH:15][CH:16]=3)[C:11]2=[O:20])=[CH:5][CH:4]=1)=[CH2:2].N1C=CC=CC=1C1C=CC=CN=1.Br[CH:34]([C:39]1[CH:40]=[C:41]([Cl:47])[C:42]([Cl:46])=[C:43]([Cl:45])[CH:44]=1)[C:35]([F:38])([F:37])[F:36]. The catalyst is ClC1C=CC=CC=1Cl.Cl[Cu]. The product is [F:38][C:35]([F:36])([F:37])[CH:34]([C:39]1[CH:40]=[C:41]([Cl:47])[C:42]([Cl:46])=[C:43]([Cl:45])[CH:44]=1)/[CH:2]=[CH:1]/[C:3]1[CH:4]=[CH:5][C:6]([NH:9][N:10]2[C:18](=[O:19])[C:17]3[C:12](=[CH:13][CH:14]=[CH:15][CH:16]=3)[C:11]2=[O:20])=[CH:7][CH:8]=1. The yield is 0.750.